Regression. Given two drug SMILES strings and cell line genomic features, predict the synergy score measuring deviation from expected non-interaction effect. From a dataset of NCI-60 drug combinations with 297,098 pairs across 59 cell lines. (1) Drug 1: CN(C)N=NC1=C(NC=N1)C(=O)N. Drug 2: CN(C(=O)NC(C=O)C(C(C(CO)O)O)O)N=O. Cell line: SK-MEL-5. Synergy scores: CSS=-0.113, Synergy_ZIP=-4.73, Synergy_Bliss=-10.9, Synergy_Loewe=-12.6, Synergy_HSA=-12.1. (2) Synergy scores: CSS=19.3, Synergy_ZIP=6.97, Synergy_Bliss=7.53, Synergy_Loewe=-9.39, Synergy_HSA=2.47. Cell line: NCI-H226. Drug 2: CC1=CC2C(CCC3(C2CCC3(C(=O)C)OC(=O)C)C)C4(C1=CC(=O)CC4)C. Drug 1: CC1OCC2C(O1)C(C(C(O2)OC3C4COC(=O)C4C(C5=CC6=C(C=C35)OCO6)C7=CC(=C(C(=C7)OC)O)OC)O)O. (3) Drug 1: C1=CC(=CC=C1CC(C(=O)O)N)N(CCCl)CCCl.Cl. Drug 2: CC1C(C(=O)NC(C(=O)N2CCCC2C(=O)N(CC(=O)N(C(C(=O)O1)C(C)C)C)C)C(C)C)NC(=O)C3=C4C(=C(C=C3)C)OC5=C(C(=O)C(=C(C5=N4)C(=O)NC6C(OC(=O)C(N(C(=O)CN(C(=O)C7CCCN7C(=O)C(NC6=O)C(C)C)C)C)C(C)C)C)N)C. Cell line: A549. Synergy scores: CSS=33.4, Synergy_ZIP=-2.16, Synergy_Bliss=4.26, Synergy_Loewe=2.34, Synergy_HSA=2.49. (4) Drug 1: C1=CC(=C2C(=C1NCCNCCO)C(=O)C3=C(C=CC(=C3C2=O)O)O)NCCNCCO. Drug 2: CC1CCC2CC(C(=CC=CC=CC(CC(C(=O)C(C(C(=CC(C(=O)CC(OC(=O)C3CCCCN3C(=O)C(=O)C1(O2)O)C(C)CC4CCC(C(C4)OC)OCCO)C)C)O)OC)C)C)C)OC. Cell line: MDA-MB-435. Synergy scores: CSS=26.3, Synergy_ZIP=-6.32, Synergy_Bliss=5.22, Synergy_Loewe=1.79, Synergy_HSA=4.97. (5) Drug 1: CCC1=CC2CC(C3=C(CN(C2)C1)C4=CC=CC=C4N3)(C5=C(C=C6C(=C5)C78CCN9C7C(C=CC9)(C(C(C8N6C)(C(=O)OC)O)OC(=O)C)CC)OC)C(=O)OC.C(C(C(=O)O)O)(C(=O)O)O. Drug 2: CC1OCC2C(O1)C(C(C(O2)OC3C4COC(=O)C4C(C5=CC6=C(C=C35)OCO6)C7=CC(=C(C(=C7)OC)O)OC)O)O. Cell line: A549. Synergy scores: CSS=55.5, Synergy_ZIP=0.946, Synergy_Bliss=0.144, Synergy_Loewe=3.30, Synergy_HSA=4.41. (6) Drug 1: CN1CCC(CC1)COC2=C(C=C3C(=C2)N=CN=C3NC4=C(C=C(C=C4)Br)F)OC. Drug 2: CC(CN1CC(=O)NC(=O)C1)N2CC(=O)NC(=O)C2. Cell line: NCI-H226. Synergy scores: CSS=6.76, Synergy_ZIP=-5.57, Synergy_Bliss=-4.13, Synergy_Loewe=-7.41, Synergy_HSA=-3.02.